From a dataset of Full USPTO retrosynthesis dataset with 1.9M reactions from patents (1976-2016). Predict the reactants needed to synthesize the given product. (1) Given the product [CH3:39][O:38][C:36](=[O:37])[NH:1][C:2]1[CH:7]=[N:6][C:5]([C:8]2[NH:12][C:11]([CH:13]3[N:21]4[C:16](=[CH:17][C:18]([C:23]5[CH:28]=[C:27]([Cl:29])[CH:26]=[CH:25][C:24]=5[N:30]5[CH:34]=[N:33][N:32]=[N:31]5)=[CH:19][C:20]4=[O:22])[CH2:15][CH2:14]3)=[N:10][CH:9]=2)=[CH:4][CH:3]=1, predict the reactants needed to synthesize it. The reactants are: [NH2:1][C:2]1[CH:3]=[CH:4][C:5]([C:8]2[NH:12][C:11]([CH:13]3[N:21]4[C:16](=[CH:17][C:18]([C:23]5[CH:28]=[C:27]([Cl:29])[CH:26]=[CH:25][C:24]=5[N:30]5[CH:34]=[N:33][N:32]=[N:31]5)=[CH:19][C:20]4=[O:22])[CH2:15][CH2:14]3)=[N:10][CH:9]=2)=[N:6][CH:7]=1.Cl[C:36]([O:38][CH3:39])=[O:37]. (2) Given the product [CH3:29][C:24]1([CH3:30])[CH2:25][O:26][CH2:27][CH2:28][N:23]1[C:21]([C:4]1[N:3]=[C:2]([C:38]2[S:39][C:35]([F:34])=[CH:36][CH:37]=2)[N:6]2[C:7]3[C:12](=[CH:11][C:10]([O:15][CH3:16])=[C:9]([CH2:17][CH:18]([CH3:20])[CH3:19])[CH:8]=3)[CH2:13][CH2:14][C:5]=12)=[O:22], predict the reactants needed to synthesize it. The reactants are: Br[C:2]1[N:6]2[C:7]3[C:12]([CH2:13][CH2:14][C:5]2=[C:4]([C:21]([N:23]2[CH2:28][CH2:27][O:26][CH2:25][C:24]2([CH3:30])[CH3:29])=[O:22])[N:3]=1)=[CH:11][C:10]([O:15][CH3:16])=[C:9]([CH2:17][CH:18]([CH3:20])[CH3:19])[CH:8]=3.ClCCl.[F:34][C:35]1[S:39][C:38](B2OC(C)(C)C(C)(C)O2)=[CH:37][CH:36]=1.C(=O)([O-])[O-].[Cs+].[Cs+].O1CCOCC1. (3) Given the product [Cl:8][C:6]1[CH:7]=[C:2]([N:25]2[CH2:26][CH2:27][O:28][C@@H:23]([CH3:22])[C@H:24]2[CH3:29])[N:3]=[C:4]([N:9]2[C:13]3[CH:14]=[CH:15][CH:16]=[CH:17][C:12]=3[N:11]=[C:10]2[CH:18]([F:20])[F:19])[N:5]=1, predict the reactants needed to synthesize it. The reactants are: Cl[C:2]1[CH:7]=[C:6]([Cl:8])[N:5]=[C:4]([N:9]2[C:13]3[CH:14]=[CH:15][CH:16]=[CH:17][C:12]=3[N:11]=[C:10]2[CH:18]([F:20])[F:19])[N:3]=1.Cl.[CH3:22][C@H:23]1[O:28][CH2:27][CH2:26][NH:25][C@H:24]1[CH3:29].C(=O)([O-])[O-].[K+].[K+].CN(C=O)C. (4) Given the product [CH2:22]([O:29][C:30]1[CH:35]=[CH:34][C:33]([C:36]2[NH:45][C:39]3[N:40]=[CH:41][N:42]=[C:43]([O:21][C:18]4[CH:19]=[CH:20][C:15]([N+:12]([O-:14])=[O:13])=[CH:16][CH:17]=4)[C:38]=3[CH:37]=2)=[CH:32][CH:31]=1)[C:23]1[CH:24]=[CH:25][CH:26]=[CH:27][CH:28]=1, predict the reactants needed to synthesize it. The reactants are: C(=O)([O-])[O-].[K+].[K+].CN(C)C=O.[N+:12]([C:15]1[CH:20]=[CH:19][C:18]([OH:21])=[CH:17][CH:16]=1)([O-:14])=[O:13].[CH2:22]([O:29][C:30]1[CH:35]=[CH:34][C:33]([C:36]2[NH:45][C:39]3[N:40]=[CH:41][N:42]=[C:43](Cl)[C:38]=3[CH:37]=2)=[CH:32][CH:31]=1)[C:23]1[CH:28]=[CH:27][CH:26]=[CH:25][CH:24]=1. (5) Given the product [Cl:1][C:2]1[CH:7]=[CH:6][CH:5]=[C:4]([F:8])[C:3]=1[C:9]1[C:13]([C:14]([NH2:38])=[O:15])=[C:12]([C:17]2[CH:18]=[N:19][N:20]([C:26]3[CH:31]=[CH:30][CH:29]=[C:28]([Cl:32])[CH:27]=3)[C:21]=2[C:22]([F:23])([F:25])[F:24])[O:11][N:10]=1, predict the reactants needed to synthesize it. The reactants are: [Cl:1][C:2]1[CH:7]=[CH:6][CH:5]=[C:4]([F:8])[C:3]=1[C:9]1[C:13]([C:14](O)=[O:15])=[C:12]([C:17]2[CH:18]=[N:19][N:20]([C:26]3[CH:31]=[CH:30][CH:29]=[C:28]([Cl:32])[CH:27]=3)[C:21]=2[C:22]([F:25])([F:24])[F:23])[O:11][N:10]=1.[Cl-].[NH4+].CC([N:38](C)C)=O.CCN(C(C)C)C(C)C. (6) Given the product [BrH:10].[NH2:1][C:2]1[C:7]([CH2:8][Br:13])=[CH:6][C:5]([Br:10])=[CH:4][N:3]=1, predict the reactants needed to synthesize it. The reactants are: [NH2:1][C:2]1[C:7]([CH2:8]O)=[CH:6][C:5]([Br:10])=[CH:4][N:3]=1.[OH-].[Na+].[BrH:13]. (7) Given the product [F:19][C:13]([Cl:1])([F:20])[C:14]([F:18])=[C:15]([F:17])[F:16], predict the reactants needed to synthesize it. The reactants are: [ClH:1].C(N(CC)CC)C.S(F)(O[C:13]([F:20])([F:19])[C:14]([F:18])=[C:15]([F:17])[F:16])(=O)=O.